From a dataset of Forward reaction prediction with 1.9M reactions from USPTO patents (1976-2016). Predict the product of the given reaction. (1) Given the reactants [Br:1][C:2]1[C:3]2[N:4]([N:9]=[CH:10][CH:11]=2)[CH:5]=[C:6]([OH:8])[CH:7]=1.[H-].[Na+].[CH2:14](Br)[C:15]1[CH:20]=[CH:19][CH:18]=[CH:17][CH:16]=1, predict the reaction product. The product is: [CH2:14]([O:8][C:6]1[CH:7]=[C:2]([Br:1])[C:3]2[N:4]([N:9]=[CH:10][CH:11]=2)[CH:5]=1)[C:15]1[CH:20]=[CH:19][CH:18]=[CH:17][CH:16]=1. (2) Given the reactants Cl[C:2]1[C:3]2[S:18][C:17]([NH2:19])=[N:16][C:4]=2[N:5]=[C:6]([S:8][CH2:9][C:10]2[CH:15]=[CH:14][CH:13]=[CH:12][CH:11]=2)[N:7]=1.[NH2:20][CH:21]([CH2:24][OH:25])[CH2:22][OH:23], predict the reaction product. The product is: [NH2:19][C:17]1[S:18][C:3]2[C:2]([NH:20][CH:21]([CH2:24][OH:25])[CH2:22][OH:23])=[N:7][C:6]([S:8][CH2:9][C:10]3[CH:15]=[CH:14][CH:13]=[CH:12][CH:11]=3)=[N:5][C:4]=2[N:16]=1.